Dataset: Reaction yield outcomes from USPTO patents with 853,638 reactions. Task: Predict the reaction yield, written as a fraction of the theoretical maximum amount of product (1.0 means a 100% yield; for example, 0.34 means a 34% yield). (1) The reactants are [CH2:1]([Li])CCC.Br[C:7]1[CH:12]=[CH:11][C:10]([N:13]2[CH2:18][CH2:17][O:16][CH2:15][CH2:14]2)=[CH:9][CH:8]=1.O.[O:20]1[CH2:24][CH2:23][CH2:22]C1. No catalyst specified. The product is [CH3:22][CH:23]([CH3:1])[C:24]([C:7]1[CH:12]=[CH:11][C:10]([N:13]2[CH2:18][CH2:17][O:16][CH2:15][CH2:14]2)=[CH:9][CH:8]=1)=[O:20]. The yield is 0.670. (2) The reactants are CN(C(O[N:9]1N=[N:16][C:11]2[CH:12]=[CH:13][CH:14]=[CH:15][C:10]1=2)=[N+](C)C)C.F[P-](F)(F)(F)(F)F.C(N(C(C)C)CC)(C)C.C1(N)C=CC=CC=1N.[CH2:42]([O:49][CH:50]1[CH2:53][CH:52]([C:54](O)=[O:55])[CH2:51]1)[C:43]1[CH:48]=[CH:47][CH:46]=[CH:45][CH:44]=1. The catalyst is CN(C=O)C.O. The product is [NH2:9][C:10]1[CH:15]=[CH:14][CH:13]=[CH:12][C:11]=1[NH:16][C:54]([CH:52]1[CH2:53][CH:50]([O:49][CH2:42][C:43]2[CH:48]=[CH:47][CH:46]=[CH:45][CH:44]=2)[CH2:51]1)=[O:55]. The yield is 0.800. (3) The reactants are [F:1][C:2]([F:11])([F:10])[CH:3]([OH:9])[C:4]([O:6][CH2:7][CH3:8])=[O:5].Cl[C:13](Cl)([O:15]C(=O)OC(Cl)(Cl)Cl)Cl.C(N(CC)CC)C.[Cl:31][C:32]1[CH:37]=[CH:36][C:35]([CH:38]([C:47]2[CH:52]=[CH:51][C:50]([Cl:53])=[CH:49][CH:48]=2)[N:39]2[CH2:46][CH:45]3[CH:41]([CH2:42][NH:43][CH2:44]3)[CH2:40]2)=[CH:34][CH:33]=1. The catalyst is O.ClCCl. The product is [Cl:31][C:32]1[CH:33]=[CH:34][C:35]([CH:38]([C:47]2[CH:52]=[CH:51][C:50]([Cl:53])=[CH:49][CH:48]=2)[N:39]2[CH2:40][CH:41]3[CH2:42][N:43]([C:13]([O:9][CH:3]([C:2]([F:10])([F:11])[F:1])[C:4]([O:6][CH2:7][CH3:8])=[O:5])=[O:15])[CH2:44][CH:45]3[CH2:46]2)=[CH:36][CH:37]=1. The yield is 0.360. (4) The reactants are C(OC(=O)[CH:7]([C:19]#[N:20])[C:8]1[C:13]([Cl:14])=[CH:12][C:11]([N+:15]([O-])=O)=[CH:10][C:9]=1[Cl:18])(C)(C)C.Cl.O.O.[Sn](Cl)Cl.C(=O)([O-])[O-].[Na+].[Na+]. The catalyst is C(O)C.C(OCC)(=O)C. The product is [NH2:15][C:11]1[CH:10]=[C:9]([Cl:18])[C:8]([CH2:7][C:19]#[N:20])=[C:13]([Cl:14])[CH:12]=1. The yield is 0.580.